From a dataset of Full USPTO retrosynthesis dataset with 1.9M reactions from patents (1976-2016). Predict the reactants needed to synthesize the given product. (1) Given the product [CH3:33][C:23]1[CH:28]=[CH:27][C:26]([S:29]([O:1][CH2:2][C@@H:3]2[CH2:12][CH2:11][C:10]3[C:5](=[CH:6][CH:7]=[C:8]([C@H:13]4[CH2:22][CH2:21][C@@:15]5([NH:19][C:18](=[O:20])[O:17][CH2:16]5)[CH2:14]4)[CH:9]=3)[CH2:4]2)(=[O:31])=[O:30])=[CH:25][CH:24]=1, predict the reactants needed to synthesize it. The reactants are: [OH:1][CH2:2][C@@H:3]1[CH2:12][CH2:11][C:10]2[CH:9]=[C:8]([C@H:13]3[CH2:22][CH2:21][C@@:15]4([NH:19][C:18](=[O:20])[O:17][CH2:16]4)[CH2:14]3)[CH:7]=[CH:6][C:5]=2[CH2:4]1.[C:23]1([CH3:33])[CH:28]=[CH:27][C:26]([S:29](Cl)(=[O:31])=[O:30])=[CH:25][CH:24]=1. (2) Given the product [ClH:21].[Cl:21][C:20]1[CH:19]=[CH:18][CH:17]=[C:16]([Cl:22])[C:15]=1[C:13]([NH:12][C:9]1[CH:10]=[CH:11][C:6]([CH2:5][C@@H:4]([C:23]([OH:25])=[O:24])[NH2:3])=[CH:7][CH:8]=1)=[O:14], predict the reactants needed to synthesize it. The reactants are: Cl.C[NH:3][C@H:4]([C:23]([OH:25])=[O:24])[CH2:5][C:6]1[CH:11]=[CH:10][C:9]([NH:12][C:13]([C:15]2[C:20]([Cl:21])=[CH:19][CH:18]=[CH:17][C:16]=2[Cl:22])=[O:14])=[CH:8][CH:7]=1.[OH-].[Na+]. (3) Given the product [C@H:1]1([NH:10][C:11]2[CH:20]=[CH:19][C:18]3[C:13](=[CH:14][CH:15]=[CH:16][C:17]=3[NH:21][S:25]([CH:22]3[CH2:24][CH2:23]3)(=[O:27])=[O:26])[N:12]=2)[C:9]2[C:4](=[CH:5][CH:6]=[CH:7][CH:8]=2)[CH2:3][CH2:2]1, predict the reactants needed to synthesize it. The reactants are: [C@H:1]1([NH:10][C:11]2[CH:20]=[CH:19][C:18]3[C:17]([NH2:21])=[CH:16][CH:15]=[CH:14][C:13]=3[N:12]=2)[C:9]2[C:4](=[CH:5][CH:6]=[CH:7][CH:8]=2)[CH2:3][CH2:2]1.[CH:22]1([S:25](Cl)(=[O:27])=[O:26])[CH2:24][CH2:23]1. (4) Given the product [CH3:12][N:13]([CH3:33])[CH2:14][CH2:15][O:16][C:17]1[CH:22]=[C:21]([C:23]([NH:1][C:2]2[CH:11]=[C:10]3[C:5]([CH:6]=[CH:7][CH:8]=[N:9]3)=[CH:4][CH:3]=2)=[O:24])[CH:20]=[CH:19][C:18]=1[C:26]1[CH:27]=[CH:28][C:29]([F:32])=[CH:30][CH:31]=1, predict the reactants needed to synthesize it. The reactants are: [NH2:1][C:2]1[CH:11]=[C:10]2[C:5]([CH:6]=[CH:7][CH:8]=[N:9]2)=[CH:4][CH:3]=1.[CH3:12][N:13]([CH3:33])[CH2:14][CH2:15][O:16][C:17]1[CH:22]=[C:21]([C:23](O)=[O:24])[CH:20]=[CH:19][C:18]=1[C:26]1[CH:31]=[CH:30][C:29]([F:32])=[CH:28][CH:27]=1. (5) Given the product [CH:15]1[C:16]2[C:11](=[C:10]([C:5]3[CH:6]=[CH:7][CH:8]=[CH:9][C:4]=3[C:35]([OH:34])([CH3:36])[CH3:29])[C:27]3[C:18]([CH:17]=2)=[CH:19][C:20]2[C:25](=[CH:24][CH:23]=[CH:22][CH:21]=2)[CH:26]=3)[CH:12]=[CH:13][CH:14]=1, predict the reactants needed to synthesize it. The reactants are: COC(=O)[C:4]1[CH:9]=[CH:8][CH:7]=[CH:6][C:5]=1[C:10]1[C:27]2[C:18](=[CH:19][C:20]3[C:25]([CH:26]=2)=[CH:24][CH:23]=[CH:22][CH:21]=3)[CH:17]=[C:16]2[C:11]=1[CH:12]=[CH:13][CH:14]=[CH:15]2.[CH3:29][Mg]Br.C([O:34][CH2:35][CH3:36])C. (6) Given the product [CH3:18][N:19]([CH3:21])[CH:20]=[C:2]([F:1])[C:3]([C:5]1[C:10]([N+:11]([O-:13])=[O:12])=[CH:9][CH:8]=[C:7]([O:14][CH3:15])[N:6]=1)=[O:4], predict the reactants needed to synthesize it. The reactants are: [F:1][CH2:2][C:3]([C:5]1[C:10]([N+:11]([O-:13])=[O:12])=[CH:9][CH:8]=[C:7]([O:14][CH3:15])[N:6]=1)=[O:4].CO[CH:18](OC)[N:19]([CH3:21])[CH3:20].